The task is: Predict the reactants needed to synthesize the given product.. This data is from Full USPTO retrosynthesis dataset with 1.9M reactions from patents (1976-2016). (1) Given the product [CH2:1]=[CH2:2].[CH2:6]=[CH:7][CH2:8][CH2:9][CH2:10][CH2:11][CH2:12][CH3:13], predict the reactants needed to synthesize it. The reactants are: [CH3:1][CH2:2]C.C=C.[CH2:6]=[CH:7][CH2:8][CH2:9][CH2:10][CH2:11][CH2:12][CH3:13]. (2) Given the product [N:35]1([CH2:2][C:3]([O:5][C:6]2[CH:11]=[CH:10][C:9](/[C:12](/[C:22]3[CH:27]=[CH:26][C:25](/[CH:28]=[CH:29]/[C:30]([OH:32])=[O:31])=[CH:24][CH:23]=3)=[C:13](\[C:16]3[CH:21]=[CH:20][CH:19]=[CH:18][CH:17]=3)/[CH2:14][CH3:15])=[CH:8][CH:7]=2)=[O:4])[CH2:40][CH2:39][O:38][CH2:37][CH2:36]1, predict the reactants needed to synthesize it. The reactants are: Cl[CH2:2][C:3]([O:5][C:6]1[CH:11]=[CH:10][C:9](/[C:12](/[C:22]2[CH:27]=[CH:26][C:25](/[CH:28]=[CH:29]/[C:30]([OH:32])=[O:31])=[CH:24][CH:23]=2)=[C:13](\[C:16]2[CH:21]=[CH:20][CH:19]=[CH:18][CH:17]=2)/[CH2:14][CH3:15])=[CH:8][CH:7]=1)=[O:4].[Na+].[I-].[NH:35]1[CH2:40][CH2:39][O:38][CH2:37][CH2:36]1.Cl. (3) Given the product [CH3:15][C:12]1[CH:13]=[C:14]2[C:9](=[CH:10][N:11]=1)[C:8](=[O:16])[N:7]([CH3:17])[C:6]1[CH:18]=[C:2]([O:19][CH2:20][C@@H:21]([NH:27][C:28](=[O:34])[O:29][C:30]([CH3:31])([CH3:33])[CH3:32])[CH2:22][CH:23]([CH3:25])[CH3:24])[CH:3]=[CH:4][C:5]2=1, predict the reactants needed to synthesize it. The reactants are: Cl[C:2]1[CH:3]=[CH:4][C:5]2[C:14]3[C:9](=[CH:10][N:11]=[C:12]([CH3:15])[CH:13]=3)[C:8](=[O:16])[N:7]([CH3:17])[C:6]=2[CH:18]=1.[OH:19][CH2:20][C:21]([NH:27][C:28](=[O:34])[O:29][C:30]([CH3:33])([CH3:32])[CH3:31])(C)[CH2:22][CH:23]([CH3:25])[CH3:24].C(=O)([O-])[O-].[Cs+].[Cs+].C(P(C(C)(C)C)C1C=CC=CC=1C1C(C(C)C)=CC(C(C)C)=CC=1C(C)C)(C)(C)C.